From a dataset of Catalyst prediction with 721,799 reactions and 888 catalyst types from USPTO. Predict which catalyst facilitates the given reaction. Reactant: C(OC(=O)[NH:10][C@@H:11]1[C:14](=[O:15])[NH:13][C@@H:12]1[CH2:16][N:17]1[CH:21]=[N:20][C:19]([CH3:22])=[N:18]1)C1C=CC=CC=1. Product: [NH2:10][C@H:11]1[C@@H:12]([CH2:16][N:17]2[CH:21]=[N:20][C:19]([CH3:22])=[N:18]2)[NH:13][C:14]1=[O:15]. The catalyst class is: 19.